This data is from Reaction yield outcomes from USPTO patents with 853,638 reactions. The task is: Predict the reaction yield, written as a fraction of the theoretical maximum amount of product (1.0 means a 100% yield; for example, 0.34 means a 34% yield). The reactants are [NH2:1][C:2]1[N:6]([C:7]2[CH:12]=[C:11]([C:13](=[O:18])[NH:14][CH:15]3[CH2:17][CH2:16]3)[CH:10]=[CH:9][C:8]=2[CH3:19])[N:5]=[CH:4][C:3]=1[C:20]([OH:22])=O.[CH3:23][CH:24]1[CH2:29][CH2:28][CH2:27][CH2:26][CH:25]1[NH2:30].CCN=C=NCCCN(C)C.C1C=CC2N(O)N=NC=2C=1. The catalyst is CN(C=O)C.O. The product is [CH3:23][CH:24]1[CH2:29][CH2:28][CH2:27][CH2:26][CH:25]1[NH:30][C:20]([C:3]1[CH:4]=[N:5][N:6]([C:7]2[CH:12]=[C:11]([C:13](=[O:18])[NH:14][CH:15]3[CH2:17][CH2:16]3)[CH:10]=[CH:9][C:8]=2[CH3:19])[C:2]=1[NH2:1])=[O:22]. The yield is 0.700.